From a dataset of NCI-60 drug combinations with 297,098 pairs across 59 cell lines. Regression. Given two drug SMILES strings and cell line genomic features, predict the synergy score measuring deviation from expected non-interaction effect. (1) Cell line: PC-3. Drug 1: CC1=C(C=C(C=C1)C(=O)NC2=CC(=CC(=C2)C(F)(F)F)N3C=C(N=C3)C)NC4=NC=CC(=N4)C5=CN=CC=C5. Drug 2: C1=NC2=C(N=C(N=C2N1C3C(C(C(O3)CO)O)F)Cl)N. Synergy scores: CSS=-3.36, Synergy_ZIP=-1.66, Synergy_Bliss=-2.04, Synergy_Loewe=-13.0, Synergy_HSA=-5.71. (2) Drug 1: C1=C(C(=O)NC(=O)N1)N(CCCl)CCCl. Drug 2: CCCCC(=O)OCC(=O)C1(CC(C2=C(C1)C(=C3C(=C2O)C(=O)C4=C(C3=O)C=CC=C4OC)O)OC5CC(C(C(O5)C)O)NC(=O)C(F)(F)F)O. Cell line: K-562. Synergy scores: CSS=37.7, Synergy_ZIP=2.01, Synergy_Bliss=3.34, Synergy_Loewe=4.09, Synergy_HSA=4.17.